From a dataset of Peptide-MHC class II binding affinity with 134,281 pairs from IEDB. Regression. Given a peptide amino acid sequence and an MHC pseudo amino acid sequence, predict their binding affinity value. This is MHC class II binding data. (1) The peptide sequence is EKKYFAATQFEPLAF. The MHC is DRB1_1001 with pseudo-sequence DRB1_1001. The binding affinity (normalized) is 0.724. (2) The peptide sequence is QKYCPNKICTSKGDS. The MHC is DRB1_0405 with pseudo-sequence DRB1_0405. The binding affinity (normalized) is 0.112. (3) The peptide sequence is VVAVDIKEKGKDKWI. The MHC is DRB1_1201 with pseudo-sequence DRB1_1201. The binding affinity (normalized) is 0.181. (4) The peptide sequence is LLNAKFFHMNIYECK. The MHC is HLA-DQA10301-DQB10302 with pseudo-sequence HLA-DQA10301-DQB10302. The binding affinity (normalized) is 0.100. (5) The peptide sequence is AAKTAGTTVYGAFAA. The MHC is HLA-DQA10401-DQB10402 with pseudo-sequence HLA-DQA10401-DQB10402. The binding affinity (normalized) is 0.487. (6) The peptide sequence is SEIEEFRDRARVPLT. The MHC is DRB1_0802 with pseudo-sequence DRB1_0802. The binding affinity (normalized) is 0.101. (7) The peptide sequence is ITAHLKRLWKMLDPR. The MHC is DRB3_0101 with pseudo-sequence DRB3_0101. The binding affinity (normalized) is 0.352. (8) The peptide sequence is QPNLKALREKVLGLP. The MHC is HLA-DQA10101-DQB10501 with pseudo-sequence HLA-DQA10101-DQB10501. The binding affinity (normalized) is 0.